This data is from Peptide-MHC class I binding affinity with 185,985 pairs from IEDB/IMGT. The task is: Regression. Given a peptide amino acid sequence and an MHC pseudo amino acid sequence, predict their binding affinity value. This is MHC class I binding data. (1) The peptide sequence is IQNALEKAL. The MHC is HLA-B46:01 with pseudo-sequence HLA-B46:01. The binding affinity (normalized) is 0.0847. (2) The peptide sequence is AIITPVVFYR. The MHC is HLA-A68:01 with pseudo-sequence HLA-A68:01. The binding affinity (normalized) is 0.950. (3) The peptide sequence is PSAINYALI. The MHC is H-2-Kb with pseudo-sequence H-2-Kb. The binding affinity (normalized) is 0.473. (4) The peptide sequence is EDQLLPFM. The MHC is H-2-Kb with pseudo-sequence H-2-Kb. The binding affinity (normalized) is 0. (5) The peptide sequence is YAEGDVVVF. The MHC is HLA-A03:01 with pseudo-sequence HLA-A03:01. The binding affinity (normalized) is 0.0847. (6) The peptide sequence is VEIPNRIVF. The MHC is HLA-A01:01 with pseudo-sequence HLA-A01:01. The binding affinity (normalized) is 0.0847.